Dataset: Experimentally validated miRNA-target interactions with 360,000+ pairs, plus equal number of negative samples. Task: Binary Classification. Given a miRNA mature sequence and a target amino acid sequence, predict their likelihood of interaction. (1) The miRNA is mmu-miR-7b-5p with sequence UGGAAGACUUGUGAUUUUGUUGUU. The protein sequence of the target gene is MAEKVNNFPPLPKFIPLKPCFYQDFEADIPPQHLSLTKRLYYLWMLNSVTLAVNLVGCLAWLIGGGGATNFGLAFLWLILFTPCSYVCWFRPIYKAFKTDSSFSFMAFFFTFMAQLVISIIQAVGIPGWGVCGWIATISFFGTNIGSAVVMLIPTVMFTVVAVFSFIALSMVHKFYRGSGGSFSKAQEEWTTGAWKNPHVQQAAQNAAMGAAQGAMNQPQTQYSATPNYTYSNEM. Result: 1 (interaction). (2) Result: 0 (no interaction). The miRNA is hsa-miR-6829-3p with sequence UGCCUCCUCCGUGGCCUCAG. The protein sequence of the target gene is MSEKSGQSTKAKDGKKYATLSLFNTYKGKSLETQKTTVAARHGLQSLGKVGISRRMPPPANLPSLKAENKGNDPNVNIVPKDGTGWASKQEQHEEEKAPEVSPAQPKPGVAAPPEVAPAPKSWASNKQGGQGDGIQVNSQFQQEFPSLQAAGDQEKKEKEANDENYGPGPSLRPPNVACWRDGGKSAGSPSSDQDEKQLGQDESTAITSEQNDILKVVEKRIACGPPQAKLNGQQPALASQYRAMMPPYMFQQYPRMAYPPLHGPMRFPPSLSEANKSLRGRGPPPSWASEPERPSILSA.... (3) Result: 0 (no interaction). The protein sequence of the target gene is MASVKVAVRVRPMNRREKDLEAKFIIQMEKSKTTITNLKIPEGGTGDSGRERTKTFTYDFSFYSADTKSPDYVSQEMVFKTLGTDVVKSAFEGYNACVFAYGQTGSGKSYTMMGNSGDSGLIPRICEGLFSRINETTRWDEASFRTEVSYLEIYNERVRDLLRRKSSKTFNLRVREHPKEGPYVEDLSKHLVQNYGDVEELMDAGNINRTTAATGMNDVSSRSHAIFTIKFTQAKFDSEMPCETVSKIHLVDLAGSERADATGATGVRLKEGGNINKSLVTLGNVISALADLSQDAANTL.... The miRNA is hsa-miR-668-5p with sequence UGCGCCUCGGGUGAGCAUG. (4) The miRNA is hsa-miR-5585-3p with sequence CUGAAUAGCUGGGACUACAGGU. The protein sequence of the target gene is MSVVPPNRSQTGWPRGVTQFGNKYIQQTKPLTLERTINLYPLTNYTFGTKEPLYEKDSSVAARFQRMREEFDKIGMRRTVEGVLIVHEHRLPHVLLLQLGTTFFKLPGGELNPGEDEVEGLKRLMTEILGRQDGVLQDWVIDDCIGNWWRPNFEPPQYPYIPAHITKPKEHKKLFLVQLQEKALFAVPKNYKLVAAPLFELYDNAPGYGPIISSLPQLLSRFNFIYN. Result: 1 (interaction). (5) The miRNA is hsa-miR-6770-5p with sequence UGAGAAGGCACAGCUUGCACGUGA. The protein sequence of the target gene is MAEPSGAETRPPIRVTVKTPKDKEEIVICDRASVKEFKEEISRRFKAQQDQLVLIFAGKILKDGDTLNQHGIKDGLTVHLVIKTPQKAQDPAAATASSPSTPDPASAPSTTPASPATPAQPSTSGSASSDAGSGSRRSSGGGPSPGAGEGSPSATASILSGFGGILGLGSLGLGSANFMELQQQMQRQLMSNPEMLSQIMENPLVQDMMSNPDLMRHMIMANPQMQQLMERNPEISHMLNNPELMRQTMELARNPAMMQEMMRNQDRALSNLESIPGGYNALRRMYTDIQEPMFSAAREQ.... Result: 1 (interaction).